Dataset: Merck oncology drug combination screen with 23,052 pairs across 39 cell lines. Task: Regression. Given two drug SMILES strings and cell line genomic features, predict the synergy score measuring deviation from expected non-interaction effect. (1) Drug 1: O=C(NOCC(O)CO)c1ccc(F)c(F)c1Nc1ccc(I)cc1F. Drug 2: CC1(c2nc3c(C(N)=O)cccc3[nH]2)CCCN1. Cell line: SKMEL30. Synergy scores: synergy=3.02. (2) Drug 1: COc1cccc2c1C(=O)c1c(O)c3c(c(O)c1C2=O)CC(O)(C(=O)CO)CC3OC1CC(N)C(O)C(C)O1. Drug 2: N#Cc1ccc(Cn2cncc2CN2CCN(c3cccc(Cl)c3)C(=O)C2)cc1. Cell line: MDAMB436. Synergy scores: synergy=-5.74. (3) Drug 1: COc1cccc2c1C(=O)c1c(O)c3c(c(O)c1C2=O)CC(O)(C(=O)CO)CC3OC1CC(N)C(O)C(C)O1. Drug 2: Cc1nc(Nc2ncc(C(=O)Nc3c(C)cccc3Cl)s2)cc(N2CCN(CCO)CC2)n1. Cell line: PA1. Synergy scores: synergy=2.69.